Predict which catalyst facilitates the given reaction. From a dataset of Catalyst prediction with 721,799 reactions and 888 catalyst types from USPTO. (1) Reactant: [Cl-].[Li+].C([Mg]Cl)(C)C.I[C:9]1[CH:14]=[CH:13][N:12]=[C:11]([C:15]([F:18])([F:17])[F:16])[CH:10]=1.[CH2:19]([O:21][C:22]1[C:23]([C:34](N(OC)C)=[O:35])=[N:24][N:25]([C:27]2[CH:32]=[CH:31][C:30]([F:33])=[CH:29][CH:28]=2)[N:26]=1)[CH3:20]. Product: [CH2:19]([O:21][C:22]1[C:23]([C:34]([C:9]2[CH:14]=[CH:13][N:12]=[C:11]([C:15]([F:18])([F:17])[F:16])[CH:10]=2)=[O:35])=[N:24][N:25]([C:27]2[CH:32]=[CH:31][C:30]([F:33])=[CH:29][CH:28]=2)[N:26]=1)[CH3:20]. The catalyst class is: 7. (2) The catalyst class is: 11. Product: [CH2:13]([O:15][C:16](=[O:40])[CH2:17][N:18]1[C:19]2=[N:20][N:21]([CH3:39])[CH:22]=[C:23]2[C:24](=[O:38])[N:25]=[C:26]1[CH2:27][CH2:28][C:29]1[CH:34]=[CH:33][CH:32]=[C:31]([F:35])[C:30]=1[F:36])[CH3:14]. Reactant: O.C1(C)C=CC(S(O)(=O)=O)=CC=1.[CH2:13]([O:15][C:16](=[O:40])[CH2:17][NH:18][C:19]1[C:23]([C:24](=[O:38])[NH:25][C:26](=O)[CH2:27][CH2:28][C:29]2[CH:34]=[CH:33][CH:32]=[C:31]([F:35])[C:30]=2[F:36])=[CH:22][N:21]([CH3:39])[N:20]=1)[CH3:14].ClCCl. (3) Reactant: Br[C:2]1[CH:3]=[N:4][C:5]([N:8]2[CH2:12][C@H:11]([S:13][C:14]([C:27]3[CH:32]=[CH:31][CH:30]=[CH:29][CH:28]=3)([C:21]3[CH:26]=[CH:25][CH:24]=[CH:23][CH:22]=3)[C:15]3[CH:20]=[CH:19][CH:18]=[CH:17][CH:16]=3)[CH2:10][C@H:9]2[CH2:33][O:34][CH2:35][C:36]2[CH:41]=[C:40]([F:42])[C:39]([F:43])=[CH:38][C:37]=2[F:44])=[N:6][CH:7]=1.B1(B2OC(C)(C)C(C)(C)O2)OC(C)(C)C(C)(C)O1.C([O-])(=O)C.[K+].Br[C:69]1[CH:74]=[CH:73][CH:72]=[CH:71][N:70]=1.C([O-])([O-])=O.[Na+].[Na+]. Product: [N:70]1[CH:71]=[CH:72][CH:73]=[CH:74][C:69]=1[C:2]1[CH:7]=[N:6][C:5]([N:8]2[CH2:12][C@H:11]([S:13][C:14]([C:21]3[CH:26]=[CH:25][CH:24]=[CH:23][CH:22]=3)([C:15]3[CH:20]=[CH:19][CH:18]=[CH:17][CH:16]=3)[C:27]3[CH:28]=[CH:29][CH:30]=[CH:31][CH:32]=3)[CH2:10][C@H:9]2[CH2:33][O:34][CH2:35][C:36]2[CH:41]=[C:40]([F:42])[C:39]([F:43])=[CH:38][C:37]=2[F:44])=[N:4][CH:3]=1. The catalyst class is: 151.